This data is from NCI-60 drug combinations with 297,098 pairs across 59 cell lines. The task is: Regression. Given two drug SMILES strings and cell line genomic features, predict the synergy score measuring deviation from expected non-interaction effect. (1) Drug 1: C1CCN(CC1)CCOC2=CC=C(C=C2)C(=O)C3=C(SC4=C3C=CC(=C4)O)C5=CC=C(C=C5)O. Drug 2: CC=C1C(=O)NC(C(=O)OC2CC(=O)NC(C(=O)NC(CSSCCC=C2)C(=O)N1)C(C)C)C(C)C. Cell line: MALME-3M. Synergy scores: CSS=46.3, Synergy_ZIP=5.99, Synergy_Bliss=0.738, Synergy_Loewe=-35.1, Synergy_HSA=-0.419. (2) Drug 1: CC1=C(C=C(C=C1)C(=O)NC2=CC(=CC(=C2)C(F)(F)F)N3C=C(N=C3)C)NC4=NC=CC(=N4)C5=CN=CC=C5. Drug 2: C(CCl)NC(=O)N(CCCl)N=O. Cell line: SK-OV-3. Synergy scores: CSS=7.96, Synergy_ZIP=0.616, Synergy_Bliss=4.54, Synergy_Loewe=-1.48, Synergy_HSA=1.27. (3) Drug 1: CC1=C(C=C(C=C1)NC(=O)C2=CC=C(C=C2)CN3CCN(CC3)C)NC4=NC=CC(=N4)C5=CN=CC=C5. Drug 2: CC1C(C(CC(O1)OC2CC(OC(C2O)C)OC3=CC4=CC5=C(C(=O)C(C(C5)C(C(=O)C(C(C)O)O)OC)OC6CC(C(C(O6)C)O)OC7CC(C(C(O7)C)O)OC8CC(C(C(O8)C)O)(C)O)C(=C4C(=C3C)O)O)O)O. Cell line: SF-295. Synergy scores: CSS=20.3, Synergy_ZIP=-0.729, Synergy_Bliss=0.852, Synergy_Loewe=-28.9, Synergy_HSA=0.559. (4) Drug 1: C1=C(C(=O)NC(=O)N1)N(CCCl)CCCl. Drug 2: CN1C2=C(C=C(C=C2)N(CCCl)CCCl)N=C1CCCC(=O)O.Cl. Cell line: MDA-MB-231. Synergy scores: CSS=21.0, Synergy_ZIP=-10.8, Synergy_Bliss=-2.90, Synergy_Loewe=-5.22, Synergy_HSA=0.220.